From a dataset of NCI-60 drug combinations with 297,098 pairs across 59 cell lines. Regression. Given two drug SMILES strings and cell line genomic features, predict the synergy score measuring deviation from expected non-interaction effect. (1) Drug 1: C1CCN(CC1)CCOC2=CC=C(C=C2)C(=O)C3=C(SC4=C3C=CC(=C4)O)C5=CC=C(C=C5)O. Drug 2: CC1=C(C=C(C=C1)C(=O)NC2=CC(=CC(=C2)C(F)(F)F)N3C=C(N=C3)C)NC4=NC=CC(=N4)C5=CN=CC=C5. Cell line: MOLT-4. Synergy scores: CSS=-15.6, Synergy_ZIP=9.82, Synergy_Bliss=2.40, Synergy_Loewe=-15.0, Synergy_HSA=-13.1. (2) Drug 1: CCC(=C(C1=CC=CC=C1)C2=CC=C(C=C2)OCCN(C)C)C3=CC=CC=C3.C(C(=O)O)C(CC(=O)O)(C(=O)O)O. Drug 2: CC1=C2C(C(=O)C3(C(CC4C(C3C(C(C2(C)C)(CC1OC(=O)C(C(C5=CC=CC=C5)NC(=O)OC(C)(C)C)O)O)OC(=O)C6=CC=CC=C6)(CO4)OC(=O)C)O)C)O. Cell line: EKVX. Synergy scores: CSS=3.39, Synergy_ZIP=4.48, Synergy_Bliss=6.21, Synergy_Loewe=2.31, Synergy_HSA=1.42. (3) Drug 1: C1=CN(C=N1)CC(O)(P(=O)(O)O)P(=O)(O)O. Drug 2: CC(C)NC(=O)C1=CC=C(C=C1)CNNC.Cl. Cell line: MDA-MB-435. Synergy scores: CSS=-3.99, Synergy_ZIP=2.75, Synergy_Bliss=1.91, Synergy_Loewe=-1.45, Synergy_HSA=-3.26. (4) Drug 1: CN(C)C1=NC(=NC(=N1)N(C)C)N(C)C. Drug 2: CC1=C(C=C(C=C1)NC(=O)C2=CC=C(C=C2)CN3CCN(CC3)C)NC4=NC=CC(=N4)C5=CN=CC=C5. Cell line: PC-3. Synergy scores: CSS=-0.0805, Synergy_ZIP=1.92, Synergy_Bliss=2.81, Synergy_Loewe=0.767, Synergy_HSA=0.938. (5) Drug 1: CC12CCC(CC1=CCC3C2CCC4(C3CC=C4C5=CN=CC=C5)C)O. Drug 2: CC1CCC2CC(C(=CC=CC=CC(CC(C(=O)C(C(C(=CC(C(=O)CC(OC(=O)C3CCCCN3C(=O)C(=O)C1(O2)O)C(C)CC4CCC(C(C4)OC)O)C)C)O)OC)C)C)C)OC. Cell line: 786-0. Synergy scores: CSS=31.7, Synergy_ZIP=0.425, Synergy_Bliss=3.28, Synergy_Loewe=-0.106, Synergy_HSA=6.22. (6) Drug 1: CN(C)N=NC1=C(NC=N1)C(=O)N. Drug 2: CC(C)NC(=O)C1=CC=C(C=C1)CNNC.Cl. Cell line: COLO 205. Synergy scores: CSS=16.2, Synergy_ZIP=4.19, Synergy_Bliss=5.30, Synergy_Loewe=-0.290, Synergy_HSA=1.58. (7) Drug 1: CC=C1C(=O)NC(C(=O)OC2CC(=O)NC(C(=O)NC(CSSCCC=C2)C(=O)N1)C(C)C)C(C)C. Drug 2: CCC1(C2=C(COC1=O)C(=O)N3CC4=CC5=C(C=CC(=C5CN(C)C)O)N=C4C3=C2)O.Cl. Cell line: HCC-2998. Synergy scores: CSS=46.3, Synergy_ZIP=-4.17, Synergy_Bliss=-4.56, Synergy_Loewe=-25.5, Synergy_HSA=-2.07. (8) Drug 1: C1C(C(OC1N2C=NC3=C(N=C(N=C32)Cl)N)CO)O. Drug 2: C1CC(=O)NC(=O)C1N2C(=O)C3=CC=CC=C3C2=O. Cell line: OVCAR3. Synergy scores: CSS=12.6, Synergy_ZIP=-4.60, Synergy_Bliss=-0.606, Synergy_Loewe=-37.7, Synergy_HSA=-5.19. (9) Drug 1: CC(CN1CC(=O)NC(=O)C1)N2CC(=O)NC(=O)C2. Drug 2: CCC1=C2CN3C(=CC4=C(C3=O)COC(=O)C4(CC)O)C2=NC5=C1C=C(C=C5)O. Cell line: MALME-3M. Synergy scores: CSS=17.7, Synergy_ZIP=-6.32, Synergy_Bliss=0.524, Synergy_Loewe=-12.1, Synergy_HSA=1.76. (10) Drug 1: C1=C(C(=O)NC(=O)N1)F. Drug 2: B(C(CC(C)C)NC(=O)C(CC1=CC=CC=C1)NC(=O)C2=NC=CN=C2)(O)O. Cell line: SK-MEL-2. Synergy scores: CSS=28.8, Synergy_ZIP=-4.45, Synergy_Bliss=-8.45, Synergy_Loewe=-6.75, Synergy_HSA=-6.75.